From a dataset of Forward reaction prediction with 1.9M reactions from USPTO patents (1976-2016). Predict the product of the given reaction. (1) Given the reactants [OH-].[Li+].[C:3]([O:7][C:8]([N:10]([C:24]1[CH:29]=[C:28]([N:30]([CH3:53])[C:31]([N:33]([C:46]([O:48][C:49]([CH3:52])([CH3:51])[CH3:50])=[O:47])[C:34]2[C:39]([Cl:40])=[C:38]([O:41][CH3:42])[CH:37]=[C:36]([O:43][CH3:44])[C:35]=2[Cl:45])=[O:32])[N:27]=[CH:26][N:25]=1)[C:11]1[CH:20]=[CH:19][C:14]([C:15]([O:17]C)=[O:16])=[CH:13][C:12]=1[N+:21]([O-:23])=[O:22])=[O:9])([CH3:6])([CH3:5])[CH3:4].CCOC(C)=O.CCCCCC, predict the reaction product. The product is: [C:3]([O:7][C:8]([N:10]([C:24]1[CH:29]=[C:28]([N:30]([CH3:53])[C:31]([N:33]([C:46]([O:48][C:49]([CH3:52])([CH3:51])[CH3:50])=[O:47])[C:34]2[C:39]([Cl:40])=[C:38]([O:41][CH3:42])[CH:37]=[C:36]([O:43][CH3:44])[C:35]=2[Cl:45])=[O:32])[N:27]=[CH:26][N:25]=1)[C:11]1[CH:20]=[CH:19][C:14]([C:15]([OH:17])=[O:16])=[CH:13][C:12]=1[N+:21]([O-:23])=[O:22])=[O:9])([CH3:4])([CH3:6])[CH3:5]. (2) Given the reactants Br[CH2:2][CH2:3][CH2:4][CH2:5][CH2:6][CH2:7][CH2:8][CH2:9][CH2:10][CH2:11][C:12]([O:14][CH2:15][C:16]1[CH:21]=[CH:20][CH:19]=[CH:18][CH:17]=1)=[O:13].[C:22]([NH:32][CH2:33][C:34](=[O:40])[CH2:35][CH2:36][C:37]([O-:39])=[O:38])([O:24][CH2:25][C:26]1[CH:31]=[CH:30][CH:29]=[CH:28][CH:27]=1)=[O:23].[Cs+], predict the reaction product. The product is: [C:22]([NH:32][CH2:33][C:34](=[O:40])[CH2:35][CH2:36][C:37]([O:39][CH2:2][CH2:3][CH2:4][CH2:5][CH2:6][CH2:7][CH2:8][CH2:9][CH2:10][CH2:11][C:12]([O:14][CH2:15][C:16]1[CH:21]=[CH:20][CH:19]=[CH:18][CH:17]=1)=[O:13])=[O:38])([O:24][CH2:25][C:26]1[CH:31]=[CH:30][CH:29]=[CH:28][CH:27]=1)=[O:23]. (3) Given the reactants [Br:1][C:2]1[CH:3]=[C:4]2[C:12](=[CH:13][CH:14]=1)[NH:11][C:10]1[CH:9]([NH2:15])[CH2:8][CH2:7][CH2:6][C:5]2=1.[Cl:16][C:17]1[CH:18]=[C:19]([N:25]=[C:26]=[O:27])[CH:20]=[CH:21][C:22]=1[O:23][CH3:24], predict the reaction product. The product is: [Br:1][C:2]1[CH:3]=[C:4]2[C:12](=[CH:13][CH:14]=1)[NH:11][C:10]1[CH:9]([NH:15][C:26]([NH:25][C:19]3[CH:20]=[CH:21][C:22]([O:23][CH3:24])=[C:17]([Cl:16])[CH:18]=3)=[O:27])[CH2:8][CH2:7][CH2:6][C:5]2=1. (4) Given the reactants [OH:1][CH2:2][CH:3]([NH:11][C:12](=[O:18])[O:13][C:14]([CH3:17])([CH3:16])[CH3:15])[C:4]1[CH:9]=[CH:8][CH:7]=[C:6]([CH3:10])[N:5]=1.[CH3:19][S:20](Cl)(=[O:22])=[O:21].C([O-])(O)=O.[Na+], predict the reaction product. The product is: [CH3:19][S:20]([O:1][CH2:2][CH:3]([NH:11][C:12]([O:13][C:14]([CH3:15])([CH3:17])[CH3:16])=[O:18])[C:4]1[CH:9]=[CH:8][CH:7]=[C:6]([CH3:10])[N:5]=1)(=[O:22])=[O:21]. (5) Given the reactants [C:1]([C:9]1[NH:10][C:11]2[C:16]([C:17]=1[CH2:18][C:19]([O:21]CC)=[O:20])=[CH:15][CH:14]=[CH:13][CH:12]=2)(=[O:8])[C:2]1[CH:7]=[CH:6][CH:5]=[CH:4][CH:3]=1.[OH-].[K+].CCOCC, predict the reaction product. The product is: [C:1]([C:9]1[NH:10][C:11]2[C:16]([C:17]=1[CH2:18][C:19]([OH:21])=[O:20])=[CH:15][CH:14]=[CH:13][CH:12]=2)(=[O:8])[C:2]1[CH:3]=[CH:4][CH:5]=[CH:6][CH:7]=1. (6) Given the reactants [Cl:1][C:2]1[CH:3]=[C:4]([CH:8]([C:12]2[CH:17]=[CH:16][CH:15]=[CH:14][N:13]=2)[C:9]([NH2:11])=[O:10])[CH:5]=[CH:6][CH:7]=1, predict the reaction product. The product is: [ClH:1].[ClH:1].[Cl:1][C:2]1[CH:3]=[C:4]([CH:8]([CH:12]2[CH2:17][CH2:16][CH2:15][CH2:14][NH:13]2)[C:9]([NH2:11])=[O:10])[CH:5]=[CH:6][CH:7]=1. (7) Given the reactants [CH3:1][O:2][C:3]1[CH:12]=[CH:11][C:6]2[C:7]([CH3:10])=[N:8][O:9][C:5]=2[CH:4]=1.I[CH2:14][CH:15]1[CH2:20][CH2:19][N:18]([C:21]([O:23][C:24]([CH3:27])([CH3:26])[CH3:25])=[O:22])[CH2:17][CH2:16]1.[Li+].CC([N-]C(C)C)C, predict the reaction product. The product is: [CH3:1][O:2][C:3]1[CH:12]=[CH:11][C:6]2[C:7]([CH2:10][CH2:14][CH:15]3[CH2:20][CH2:19][N:18]([C:21]([O:23][C:24]([CH3:25])([CH3:27])[CH3:26])=[O:22])[CH2:17][CH2:16]3)=[N:8][O:9][C:5]=2[CH:4]=1.